Dataset: Catalyst prediction with 721,799 reactions and 888 catalyst types from USPTO. Task: Predict which catalyst facilitates the given reaction. (1) Reactant: [C:1]1([O:11][CH2:12][CH:13]2[CH2:17][CH2:16][NH:15][CH2:14]2)[C:10]2[C:5](=[CH:6][CH:7]=[CH:8][CH:9]=2)[CH:4]=[CH:3][CH:2]=1.C1([O:24][C:25]([O:27][CH2:28][C:29]([O:31][CH2:32][CH3:33])=[O:30])=O)C=CC=CC=1. Product: [C:1]1([O:11][CH2:12][CH:13]2[CH2:17][CH2:16][N:15]([C:25]([O:27][CH2:28][C:29]([O:31][CH2:32][CH3:33])=[O:30])=[O:24])[CH2:14]2)[C:10]2[C:5](=[CH:6][CH:7]=[CH:8][CH:9]=2)[CH:4]=[CH:3][CH:2]=1. The catalyst class is: 11. (2) Reactant: [CH2:1]([O:4][CH:5]([C:9]1[CH:14]=[CH:13][C:12]([Cl:15])=[CH:11][CH:10]=1)[C:6](O)=[O:7])[C:2]#[CH:3].S(Cl)([Cl:18])=O. Product: [CH2:1]([O:4][CH:5]([C:9]1[CH:14]=[CH:13][C:12]([Cl:15])=[CH:11][CH:10]=1)[C:6]([Cl:18])=[O:7])[C:2]#[CH:3]. The catalyst class is: 11. (3) Reactant: [F:1][C:2]1[CH:7]=[C:6]([O:8][C:9]2[CH:14]=[CH:13][N:12]=[C:11]([NH:15][C:16]([N:18]3[CH2:23][CH2:22][CH:21]([N:24]4[CH2:29][CH2:28][N:27]([CH3:30])[CH2:26][CH2:25]4)[CH2:20][CH2:19]3)=[O:17])[CH:10]=2)[CH:5]=[CH:4][C:3]=1[NH:31][C:32]([CH2:34][C:35]1([CH2:38][C:39]([NH:41][C:42]2[CH:47]=[CH:46][C:45]([F:48])=[CH:44][CH:43]=2)=[O:40])[CH2:37][CH2:36]1)=[O:33].[C:49]([OH:56])(=[O:55])[CH2:50][CH2:51][C:52]([OH:54])=[O:53]. Product: [C:49]([OH:56])(=[O:55])[CH2:50][CH2:51][C:52]([OH:54])=[O:53].[F:1][C:2]1[CH:7]=[C:6]([O:8][C:9]2[CH:14]=[CH:13][N:12]=[C:11]([NH:15][C:16]([N:18]3[CH2:19][CH2:20][CH:21]([N:24]4[CH2:29][CH2:28][N:27]([CH3:30])[CH2:26][CH2:25]4)[CH2:22][CH2:23]3)=[O:17])[CH:10]=2)[CH:5]=[CH:4][C:3]=1[NH:31][C:32]([CH2:34][C:35]1([CH2:38][C:39]([NH:41][C:42]2[CH:47]=[CH:46][C:45]([F:48])=[CH:44][CH:43]=2)=[O:40])[CH2:37][CH2:36]1)=[O:33]. The catalyst class is: 8.